This data is from Reaction yield outcomes from USPTO patents with 853,638 reactions. The task is: Predict the reaction yield, written as a fraction of the theoretical maximum amount of product (1.0 means a 100% yield; for example, 0.34 means a 34% yield). (1) The reactants are C([N:3]1[C:15]2[C:14]([O:16][CH3:17])=[CH:13][CH:12]=[C:11]([S:18]([NH:21][C:22]3[CH:27]=[CH:26][C:25]([CH3:28])=[CH:24][CH:23]=3)(=[O:20])=[O:19])[C:10]=2[C:9]2[C:4]1=[CH:5][CH:6]=[CH:7][CH:8]=2)=O. The catalyst is C1COCC1. The product is [CH3:17][O:16][C:14]1[C:15]2[NH:3][C:4]3[C:9](=[CH:8][CH:7]=[CH:6][CH:5]=3)[C:10]=2[C:11]([S:18]([NH:21][C:22]2[CH:23]=[CH:24][C:25]([CH3:28])=[CH:26][CH:27]=2)(=[O:19])=[O:20])=[CH:12][CH:13]=1. The yield is 0.990. (2) The reactants are [CH3:1][S:2]([C:5]1[CH:10]=[CH:9][CH:8]=[CH:7][C:6]=1[OH:11])(=[O:4])=[O:3].C([O-])([O-])=O.[K+].[K+].Br[CH2:19][C:20]([O:22][CH2:23][CH3:24])=[O:21]. The catalyst is CC#N.O. The product is [CH3:1][S:2]([C:5]1[CH:10]=[CH:9][CH:8]=[CH:7][C:6]=1[O:11][CH2:19][C:20]([O:22][CH2:23][CH3:24])=[O:21])(=[O:3])=[O:4]. The yield is 0.940. (3) The reactants are [NH2:1][C:2]1[CH:3]=[C:4]([CH:19]=[CH:20][C:21]=1[NH2:22])[O:5][CH:6]1[CH2:11][CH2:10][N:9]([C:12]([O:14][C:15]([CH3:18])([CH3:17])[CH3:16])=[O:13])[CH2:8][CH2:7]1.O.[N:24]#[C:25][Br:26]. The catalyst is C(#N)C. The product is [BrH:26].[NH2:24][C:25]1[NH:22][C:21]2[CH:20]=[CH:19][C:4]([O:5][CH:6]3[CH2:7][CH2:8][N:9]([C:12]([O:14][C:15]([CH3:16])([CH3:17])[CH3:18])=[O:13])[CH2:10][CH2:11]3)=[CH:3][C:2]=2[N:1]=1. The yield is 1.00.